From a dataset of Forward reaction prediction with 1.9M reactions from USPTO patents (1976-2016). Predict the product of the given reaction. (1) The product is: [C:23]([N:26]1[CH2:31][CH2:30][O:29][CH:28]([C:32]([NH:1][C:2]2[N:7]=[C:6](/[C:8](/[C:9]#[N:10])=[C:11]3\[NH:12][C:13]4[CH:21]=[CH:20][CH:19]=[CH:18][C:14]=4[N:15]\3[CH2:16][CH3:17])[C:5]([CH3:22])=[CH:4][N:3]=2)=[O:33])[CH2:27]1)(=[O:25])[CH3:24]. Given the reactants [NH2:1][C:2]1[N:7]=[C:6](/[C:8](=[C:11]2\[NH:12][C:13]3[CH:21]=[CH:20][CH:19]=[CH:18][C:14]=3[N:15]\2[CH2:16][CH3:17])/[C:9]#[N:10])[C:5]([CH3:22])=[CH:4][N:3]=1.[C:23]([N:26]1[CH2:31][CH2:30][O:29][CH:28]([C:32](O)=[O:33])[CH2:27]1)(=[O:25])[CH3:24], predict the reaction product. (2) Given the reactants [Si:1]([O:8][CH2:9][CH2:10][N:11]1[C:19]2[CH2:18][CH2:17][CH2:16][CH:15](O)[C:14]=2[CH:13]=[N:12]1)([C:4]([CH3:7])([CH3:6])[CH3:5])([CH3:3])[CH3:2].C1C=CC(P([N:35]=[N+:36]=[N-:37])(C2C=CC=CC=2)=O)=CC=1.C1CCN2C(=NCCC2)CC1, predict the reaction product. The product is: [N:35]([CH:15]1[CH2:16][CH2:17][CH2:18][C:19]2[N:11]([CH2:10][CH2:9][O:8][Si:1]([C:4]([CH3:7])([CH3:6])[CH3:5])([CH3:3])[CH3:2])[N:12]=[CH:13][C:14]1=2)=[N+:36]=[N-:37]. (3) Given the reactants [CH3:1][Mg+].[Br-].[CH3:4][C@H:5]1[CH2:10][CH2:9][C@H:8]([CH:11]=[O:12])[CH2:7][CH2:6]1.[NH4+].[Cl-], predict the reaction product. The product is: [CH3:4][C@H:5]1[CH2:10][CH2:9][C@H:8]([CH:11]([OH:12])[CH3:1])[CH2:7][CH2:6]1. (4) Given the reactants CC(OC([N:8]1[CH2:13][CH2:12][CH:11]([CH2:14][C:15]2[CH:16]=[C:17]([C:21]([NH:23][CH2:24][C:25]3[CH:26]=[CH:27][C:28]([F:52])=[C:29](C4C=CC=C(CN5CCN(C(OC(C)(C)C)=O)[C@@H](C)C5)C=4)[CH:30]=3)=[O:22])[CH:18]=[CH:19][CH:20]=2)[CH2:10][CH2:9]1)=O)(C)C.[H-].[Na+].Br[CH2:56][CH2:57][CH2:58][C:59]1[CH:64]=[CH:63][CH:62]=[CH:61][CH:60]=1.[CH3:65][N:66]([CH:68]=O)[CH3:67], predict the reaction product. The product is: [F:52][C:28]1[C:29]([C:15]2[CH:16]=[CH:17][CH:18]=[C:19]([CH2:65][N:66]3[CH2:68][CH2:13][NH:8][C@@H:9]([CH3:10])[CH2:67]3)[CH:20]=2)=[CH:30][C:25]([CH2:24][N:23]([CH2:56][CH2:57][CH2:58][C:59]2[CH:64]=[CH:63][CH:62]=[CH:61][CH:60]=2)[C:21](=[O:22])[C:17]2[CH:18]=[CH:19][CH:20]=[C:15]([CH2:14][CH:11]3[CH2:12][CH2:13][NH:8][CH2:9][CH2:10]3)[CH:16]=2)=[CH:26][CH:27]=1. (5) Given the reactants [CH2:1]([NH:3][C:4]1[CH:9]=[C:8]([O:10][CH3:11])[C:7]([O:12][CH3:13])=[CH:6][C:5]=1[C@@H:14]1[CH2:23][CH2:22][C:21]2[CH:20]=[C:19]([O:24]C(=O)C(C)(C)C)[CH:18]=[CH:17][C:16]=2[CH2:15]1)[CH3:2].C(OC(=O)[NH:37][C:38]([CH3:51])([CH3:50])[CH2:39][O:40][C:41]1[CH:46]=[CH:45][C:44]([CH:47]=O)=[CH:43][C:42]=1[F:49])(C)(C)C, predict the reaction product. The product is: [NH2:37][C:38]([CH3:51])([CH3:50])[CH2:39][O:40][C:41]1[CH:46]=[CH:45][C:44]([CH2:47][CH2:2][CH2:1][NH:3][C:4]2[CH:9]=[C:8]([O:10][CH3:11])[C:7]([O:12][CH3:13])=[CH:6][C:5]=2[C@@H:14]2[CH2:23][CH2:22][C:21]3[CH:20]=[C:19]([OH:24])[CH:18]=[CH:17][C:16]=3[CH2:15]2)=[CH:43][C:42]=1[F:49].